This data is from Kir2.1 potassium channel HTS with 301,493 compounds. The task is: Binary Classification. Given a drug SMILES string, predict its activity (active/inactive) in a high-throughput screening assay against a specified biological target. (1) The molecule is OC(=O)CCCNC1=Nc2c(CCC1)cccc2. The result is 0 (inactive). (2) The compound is s1c(c(c2c1ncnc2SCC=C)C)C. The result is 0 (inactive). (3) The compound is O1C(CCC1)Cn1c(=O)c2C(c3cc4OCOc4c(OC)c3)C(=C(Oc2cc1C)N)C#N. The result is 0 (inactive). (4) The molecule is Brc1c(NC(=O)c2ccc(N3CCCC3=O)cc2)cccc1. The result is 0 (inactive). (5) The molecule is S(c1n(c(nn1)COc1c(cccc1C)C)c1ccccc1)CC(=O)Nc1sccn1. The result is 0 (inactive). (6) The molecule is S(C1C2C3C(C4(OC(=O)CC4)CC3)(CCC2C2(C(C1)=CC(=O)CC2)C)C)C(=O)C. The result is 0 (inactive).